Dataset: Full USPTO retrosynthesis dataset with 1.9M reactions from patents (1976-2016). Task: Predict the reactants needed to synthesize the given product. (1) The reactants are: [Cl:1][C:2]1[C:11]2[C:6](=[CH:7][CH:8]=[CH:9][C:10]=2[O:12][CH:13]2[CH2:18][CH2:17][N:16]([CH3:19])[CH2:15][CH2:14]2)[N:5]=[CH:4][N:3]=1.[Cl:20][C:21]1[CH:22]=[C:23]([CH:25]=[CH:26][C:27]=1[S:28][C:29]1[CH:30]=[CH:31][CH:32]=[C:33]2[C:38]=1[N:37]=[CH:36][CH:35]=[CH:34]2)[NH2:24]. Given the product [ClH:1].[Cl:20][C:21]1[CH:22]=[C:23]([CH:25]=[CH:26][C:27]=1[S:28][C:29]1[CH:30]=[CH:31][CH:32]=[C:33]2[C:38]=1[N:37]=[CH:36][CH:35]=[CH:34]2)[NH:24][C:2]1[C:11]2[C:6](=[CH:7][CH:8]=[CH:9][C:10]=2[O:12][CH:13]2[CH2:18][CH2:17][N:16]([CH3:19])[CH2:15][CH2:14]2)[N:5]=[CH:4][N:3]=1, predict the reactants needed to synthesize it. (2) Given the product [CH:33]1([CH2:32][C@H:29]([NH:28][CH2:2][C:3]([N:5]2[CH2:14][CH2:13][C:12]3[C:7](=[CH:8][CH:9]=[CH:10][CH:11]=3)[CH:6]2[CH:15]2[CH2:20][CH2:19][CH2:18][CH2:17][CH2:16]2)=[O:4])[CH2:30][OH:31])[CH2:38][CH2:37][CH2:36][CH2:35][CH2:34]1, predict the reactants needed to synthesize it. The reactants are: Cl[CH2:2][C:3]([N:5]1[CH2:14][CH2:13][C:12]2[C:7](=[CH:8][CH:9]=[CH:10][CH:11]=2)[CH:6]1[CH:15]1[CH2:20][CH2:19][CH2:18][CH2:17][CH2:16]1)=[O:4].C(=O)([O-])[O-].[K+].[K+].Cl.[NH2:28][C@@H:29]([CH2:32][CH:33]1[CH2:38][CH2:37][CH2:36][CH2:35][CH2:34]1)[CH2:30][OH:31].[Cl-].[NH4+]. (3) The reactants are: [CH:1](=[N:8][C@@H:9]([CH:12]([CH3:14])[CH3:13])[CH2:10][OH:11])[C:2]1[CH:7]=[CH:6][CH:5]=[CH:4][CH:3]=1.[F:15]C1C=C(C=CC=1)C=O. Given the product [F:15][C:4]1[CH:3]=[C:2]([CH:7]=[CH:6][CH:5]=1)[CH:1]=[N:8][C@@H:9]([CH:12]([CH3:14])[CH3:13])[CH2:10][OH:11], predict the reactants needed to synthesize it. (4) The reactants are: [NH2:1][C:2]1[C:12]([Br:13])=[CH:11][C:10]([Br:14])=[CH:9][C:3]=1[C:4]([N:6]([CH3:8])[NH2:7])=[O:5].O1CCCC1.C(N(CC)CC)C.Cl[C:28]([O:30][CH3:31])=[O:29]. Given the product [NH2:1][C:2]1[C:12]([Br:13])=[CH:11][C:10]([Br:14])=[CH:9][C:3]=1[C:4]([N:6]([CH3:8])[NH:7][C:28]([O:30][CH3:31])=[O:29])=[O:5], predict the reactants needed to synthesize it. (5) The reactants are: [CH2:1]([C:3]1[CH:8]=[CH:7][C:6]([CH:9]([CH:30]([CH3:35])[C:31]([F:34])([F:33])[F:32])[C:10]([NH:12][C:13]2[CH:14]=[C:15]([CH:27]=[CH:28][CH:29]=2)[CH2:16][C:17]2([C:20]([O:22]C(C)(C)C)=[O:21])[CH2:19][CH2:18]2)=[O:11])=[CH:5][CH:4]=1)[CH3:2].C(O)(C(F)(F)F)=O. Given the product [CH2:1]([C:3]1[CH:4]=[CH:5][C:6]([CH:9]([CH:30]([CH3:35])[C:31]([F:32])([F:33])[F:34])[C:10]([NH:12][C:13]2[CH:14]=[C:15]([CH:27]=[CH:28][CH:29]=2)[CH2:16][C:17]2([C:20]([OH:22])=[O:21])[CH2:19][CH2:18]2)=[O:11])=[CH:7][CH:8]=1)[CH3:2], predict the reactants needed to synthesize it. (6) Given the product [F:1][C:2]1[CH:3]=[C:4]([C:9]2[CH:10]=[C:11]([C:16]([O:18][CH3:19])=[O:17])[C:12](=[O:15])[N:13]([CH2:26][CH:27]([CH3:29])[CH3:28])[N:14]=2)[CH:5]=[CH:6][C:7]=1[CH3:8], predict the reactants needed to synthesize it. The reactants are: [F:1][C:2]1[CH:3]=[C:4]([C:9]2[CH:10]=[C:11]([C:16]([O:18][CH3:19])=[O:17])[C:12](=[O:15])[NH:13][N:14]=2)[CH:5]=[CH:6][C:7]=1[CH3:8].C(=O)([O-])[O-].[K+].[K+].[CH2:26](Br)[CH:27]([CH3:29])[CH3:28].C(=O)([O-])O.[Na+].